This data is from Reaction yield outcomes from USPTO patents with 853,638 reactions. The task is: Predict the reaction yield, written as a fraction of the theoretical maximum amount of product (1.0 means a 100% yield; for example, 0.34 means a 34% yield). (1) The reactants are [CH3:1][O:2][C:3]1[CH:4]=[C:5]([NH:15][C:16]([NH2:18])=[S:17])[CH:6]=[CH:7][C:8]=1[C:9]1[S:13][C:12]([CH3:14])=[N:11][CH:10]=1.Br[CH:20]1[CH2:25][CH2:24][CH2:23][CH:22]([C:26]2[CH:31]=[CH:30][CH:29]=[CH:28][CH:27]=2)[C:21]1=O. The catalyst is C(O)C. The product is [CH3:1][O:2][C:3]1[CH:4]=[C:5]([NH:15][C:16]2[S:17][C:28]3[CH2:29][CH2:30][CH2:31][CH:26]([C:22]4[CH:23]=[CH:24][CH:25]=[CH:20][CH:21]=4)[C:27]=3[N:18]=2)[CH:6]=[CH:7][C:8]=1[C:9]1[S:13][C:12]([CH3:14])=[N:11][CH:10]=1. The yield is 0.940. (2) The reactants are Br[C:2]1[C:7]2[C:8](=[O:24])[N:9]3[CH2:16][CH2:15][N:14]([C:17]([O:19][C:20]([CH3:23])([CH3:22])[CH3:21])=[O:18])[CH2:13][CH:10]3[CH2:11][O:12][C:6]=2[CH:5]=[CH:4][CH:3]=1.[CH:25]1(B(O)O)[CH2:27][CH2:26]1.C(=O)([O-])[O-].[K+].[K+].O. The catalyst is O1CCOCC1.O.Cl[Pd](Cl)([P](C1C=CC=CC=1)(C1C=CC=CC=1)C1C=CC=CC=1)[P](C1C=CC=CC=1)(C1C=CC=CC=1)C1C=CC=CC=1. The product is [CH:25]1([C:2]2[C:7]3[C:8](=[O:24])[N:9]4[CH2:16][CH2:15][N:14]([C:17]([O:19][C:20]([CH3:23])([CH3:22])[CH3:21])=[O:18])[CH2:13][CH:10]4[CH2:11][O:12][C:6]=3[CH:5]=[CH:4][CH:3]=2)[CH2:27][CH2:26]1. The yield is 0.680. (3) The reactants are [NH:1]1[C:9]2[C:4](=[CH:5][CH:6]=[CH:7][CH:8]=2)[C:3]([C:10]2[N:15]=[N:14][C:13]([O:16][CH:17]3[CH:22]4[CH2:23][CH2:24][N:19]([CH2:20][CH2:21]4)[CH2:18]3)=[CH:12][CH:11]=2)=[CH:2]1.[C:25]([OH:32])(=[O:31])/[CH:26]=[CH:27]/[C:28]([OH:30])=[O:29]. The product is [C:25]([OH:32])(=[O:31])/[CH:26]=[CH:27]/[C:28]([OH:30])=[O:29].[NH:1]1[C:9]2[C:4](=[CH:5][CH:6]=[CH:7][CH:8]=2)[C:3]([C:10]2[N:15]=[N:14][C:13]([O:16][CH:17]3[CH:22]4[CH2:23][CH2:24][N:19]([CH2:20][CH2:21]4)[CH2:18]3)=[CH:12][CH:11]=2)=[CH:2]1.[NH:1]1[C:9]2[C:4](=[CH:5][CH:6]=[CH:7][CH:8]=2)[C:3]([C:10]2[N:15]=[N:14][C:13]([O:16][CH:17]3[CH:22]4[CH2:23][CH2:24][N:19]([CH2:20][CH2:21]4)[CH2:18]3)=[CH:12][CH:11]=2)=[CH:2]1. The yield is 1.00. The catalyst is CCOC(C)=O.CO.